This data is from Full USPTO retrosynthesis dataset with 1.9M reactions from patents (1976-2016). The task is: Predict the reactants needed to synthesize the given product. Given the product [NH2:1][C:2]1[C:11]2[C:6](=[C:7]([C:23]3[CH:24]=[C:25]([CH3:28])[CH:26]=[CH:27][C:22]=3[O:21][CH3:20])[CH:8]=[CH:9][CH:10]=2)[N:5]=[N:4][C:3]=1[C:13]([NH:15][CH:16]1[CH2:19][CH2:18][CH2:17]1)=[O:14], predict the reactants needed to synthesize it. The reactants are: [NH2:1][C:2]1[C:11]2[C:6](=[C:7](Br)[CH:8]=[CH:9][CH:10]=2)[N:5]=[N:4][C:3]=1[C:13]([NH:15][CH:16]1[CH2:19][CH2:18][CH2:17]1)=[O:14].[CH3:20][O:21][C:22]1[CH:27]=[CH:26][C:25]([CH3:28])=[CH:24][C:23]=1B(O)O.